The task is: Predict the product of the given reaction.. This data is from Forward reaction prediction with 1.9M reactions from USPTO patents (1976-2016). (1) Given the reactants [C:1]([OH:14])(=[O:13])[C:2]1[CH:12]=[C:9]([O:10][CH3:11])[C:7]([OH:8])=[C:4]([O:5][CH3:6])[CH:3]=1.[C:15](OC(=O)C)(=[O:17])[CH3:16], predict the reaction product. The product is: [C:15]([O:8][C:7]1[C:9]([O:10][CH3:11])=[CH:12][C:2]([C:1]([OH:14])=[O:13])=[CH:3][C:4]=1[O:5][CH3:6])(=[O:17])[CH3:16]. (2) Given the reactants [CH3:1][C:2]([CH3:7])([CH3:6])[C:3]([NH2:5])=[O:4].C(Cl)(=O)[C:9](Cl)=[O:10].[NH2:14][C:15]1[N:20]=[CH:19][C:18]([O:21][C:22]2[CH:27]=[CH:26][N:25]=[C:24]([NH:28][C:29]([N:31]3[CH2:36][CH2:35][N:34]([CH2:37][C:38]4[CH:43]=[CH:42][CH:41]=[CH:40][CH:39]=4)[CH2:33][CH2:32]3)=[O:30])[CH:23]=2)=[CH:17][CH:16]=1, predict the reaction product. The product is: [CH2:37]([N:34]1[CH2:33][CH2:32][N:31]([C:29]([NH:28][C:24]2[CH:23]=[C:22]([O:21][C:18]3[CH:19]=[N:20][C:15]([NH:14][C:9]([NH:5][C:3](=[O:4])[C:2]([CH3:7])([CH3:6])[CH3:1])=[O:10])=[CH:16][CH:17]=3)[CH:27]=[CH:26][N:25]=2)=[O:30])[CH2:36][CH2:35]1)[C:38]1[CH:39]=[CH:40][CH:41]=[CH:42][CH:43]=1. (3) Given the reactants [N+:1]([C:4]1[CH:9]=[CH:8][C:7]([C:10](=O)[CH2:11][NH:12][C:13]([C:15]23[CH2:24][CH:19]4[CH2:20][CH:21]([CH2:23][C:17]([C:25]([O:27][CH3:28])=[O:26])([CH2:18]4)[CH2:16]2)[CH2:22]3)=O)=[CH:6][CH:5]=1)([O-:3])=[O:2].COC1C=CC(P2(SP(C3C=CC(OC)=CC=3)(=S)S2)=[S:39])=CC=1.C([O-])(O)=O.[Na+], predict the reaction product. The product is: [N+:1]([C:4]1[CH:9]=[CH:8][C:7]([C:10]2[S:39][C:13]([C:15]34[CH2:24][CH:19]5[CH2:20][CH:21]([CH2:23][C:17]([C:25]([O:27][CH3:28])=[O:26])([CH2:18]5)[CH2:16]3)[CH2:22]4)=[N:12][CH:11]=2)=[CH:6][CH:5]=1)([O-:3])=[O:2].